From a dataset of Full USPTO retrosynthesis dataset with 1.9M reactions from patents (1976-2016). Predict the reactants needed to synthesize the given product. (1) Given the product [CH3:13][O:12][C:6]1[CH:5]=[C:4]([O:14][CH3:15])[C:3]([O:2][CH3:1])=[CH:8][C:7]=1[NH2:9], predict the reactants needed to synthesize it. The reactants are: [CH3:1][O:2][C:3]1[CH:8]=[C:7]([N+:9]([O-])=O)[C:6]([O:12][CH3:13])=[CH:5][C:4]=1[O:14][CH3:15].O.O.[Sn](Cl)(Cl)(Cl)Cl.C(=O)(O)[O-].[Na+]. (2) Given the product [C:9]([C:2]1[N:7]=[CH:6][C:5]([CH3:8])=[CH:4][CH:3]=1)#[N:10], predict the reactants needed to synthesize it. The reactants are: Br[C:2]1[N:7]=[CH:6][C:5]([CH3:8])=[CH:4][CH:3]=1.[CH3:9][N:10](C=O)C.